Dataset: Forward reaction prediction with 1.9M reactions from USPTO patents (1976-2016). Task: Predict the product of the given reaction. Given the reactants [C:1](=[O:14])([O:5][CH2:6][CH2:7][O:8][CH2:9][CH2:10][N:11]=[N+:12]=[N-:13])[O:2][CH2:3]Cl.[I-:15].[Na+], predict the reaction product. The product is: [C:1](=[O:14])([O:5][CH2:6][CH2:7][O:8][CH2:9][CH2:10][N:11]=[N+:12]=[N-:13])[O:2][CH2:3][I:15].